This data is from KCNQ2 potassium channel screen with 302,405 compounds. The task is: Binary Classification. Given a drug SMILES string, predict its activity (active/inactive) in a high-throughput screening assay against a specified biological target. (1) The molecule is FC(F)(F)CNC(=O)Cn1c(nc2c(c1=O)cc(OC)c(OC)c2)CN1CCOCC1. The result is 0 (inactive). (2) The drug is O=c1n(C(CC)C(=O)Nc2cccnc2)c(=O)[nH]c2c1cccc2. The result is 0 (inactive). (3) The molecule is Clc1nc2c(cc1CN(Cc1occc1)C(=O)Nc1cc(ccc1)C#N)cccc2C. The result is 0 (inactive).